From a dataset of Catalyst prediction with 721,799 reactions and 888 catalyst types from USPTO. Predict which catalyst facilitates the given reaction. (1) Reactant: [OH-].[Na+].C([O:5][C:6]([C:8]1[CH:9]=[N:10][C:11]2[C:16]([C:17]=1[Cl:18])=[N:15][C:14]([O:19][CH3:20])=[CH:13][CH:12]=2)=[O:7])C. Product: [Cl:18][C:17]1[C:16]2[C:11](=[CH:12][CH:13]=[C:14]([O:19][CH3:20])[N:15]=2)[N:10]=[CH:9][C:8]=1[C:6]([OH:7])=[O:5]. The catalyst class is: 30. (2) Reactant: CC(C)=O.[C:5]([O:9][C:10](=[O:29])[N:11]([CH2:13][C:14]1([CH2:23][CH:24]2OCC[O:25]2)[C:22]2[C:17](=[CH:18][CH:19]=[CH:20][CH:21]=2)[CH2:16][CH2:15]1)[CH3:12])([CH3:8])([CH3:7])[CH3:6].C1(C)C=CC(S(O)(=O)=O)=CC=1.O. Product: [CH3:12][N:11]([CH2:13][C:14]1([CH2:23][CH:24]=[O:25])[C:22]2[C:17](=[CH:18][CH:19]=[CH:20][CH:21]=2)[CH2:16][CH2:15]1)[C:10](=[O:29])[O:9][C:5]([CH3:8])([CH3:6])[CH3:7]. The catalyst class is: 28. (3) Reactant: [N+:1]([C:4]1[CH:12]=[CH:11][CH:10]=[C:9]2[C:5]=1[CH:6]=[N:7][NH:8]2)([O-:3])=[O:2].C(=O)([O-])[O-].[K+].[K+].Cl.Cl[CH2:21][CH2:22][N:23]1[CH2:27][CH2:26][CH2:25][CH2:24]1. Product: [N+:1]([C:4]1[C:5]2[C:9]([CH:10]=[CH:11][CH:12]=1)=[N:8][N:7]([CH2:21][CH2:22][N:23]1[CH2:27][CH2:26][CH2:25][CH2:24]1)[CH:6]=2)([O-:3])=[O:2]. The catalyst class is: 9. (4) Reactant: [Cl:1][C:2]1[CH:7]=[CH:6][C:5]([C:8]2[O:9][C:10]([O:16][CH2:17][CH3:18])=[C:11]([C:13]([NH2:15])=O)[N:12]=2)=[CH:4][CH:3]=1.COC1C=CC(P2(SP(C3C=CC(OC)=CC=3)(=S)S2)=[S:28])=CC=1. Product: [Cl:1][C:2]1[CH:7]=[CH:6][C:5]([C:8]2[O:9][C:10]([O:16][CH2:17][CH3:18])=[C:11]([C:13](=[S:28])[NH2:15])[N:12]=2)=[CH:4][CH:3]=1. The catalyst class is: 1. (5) Reactant: [F:1][C:2]1[CH:7]=[CH:6][C:5]([CH:8]2[CH2:12][N:11]([C:13]([O:15][C:16]([CH3:19])([CH3:18])[CH3:17])=[O:14])[C:10](SC)=[N:9]2)=[CH:4][CH:3]=1.[CH2:22]([NH2:29])[C:23]1[CH:28]=[CH:27][CH:26]=[CH:25][CH:24]=1. Product: [C:16]([O:15][C:13]([N:11]1[C@H:12]([C:5]2[CH:6]=[CH:7][C:2]([F:1])=[CH:3][CH:4]=2)[C@H:8]([C:5]2[CH:6]=[CH:7][C:2]([F:1])=[CH:3][CH:4]=2)[N:9]=[C:10]1[NH:29][CH2:22][C:23]1[CH:28]=[CH:27][CH:26]=[CH:25][CH:24]=1)=[O:14])([CH3:19])([CH3:18])[CH3:17]. The catalyst class is: 5.